This data is from Forward reaction prediction with 1.9M reactions from USPTO patents (1976-2016). The task is: Predict the product of the given reaction. (1) Given the reactants C1C=CC([C:7]([C:9]2[CH:14]=[CH:13][C:12]([OH:15])=[CH:11][C:10]=2[OH:16])=[O:8])=CC=1.C(O)[C@H]1[O:23][C@H](O[C@]2(CO)O[C@H](CO)[C@@H](O)[C@@H]2O)[C@H](O)[C@@H](O)[C@@H]1O, predict the reaction product. The product is: [OH:16][C:10]1[CH:11]=[C:12]([OH:15])[CH:13]=[CH:14][C:9]=1[C:7]([OH:8])=[O:23]. (2) Given the reactants [NH2:1][C:2]1[CH:3]=[CH:4][C:5]([O:8][C:9]2[CH:10]=[C:11]3[C:16](=[CH:17][CH:18]=2)[O:15][CH:14]([C:19]2[CH:24]=[CH:23][CH:22]=[CH:21][CH:20]=2)[CH2:13][CH2:12]3)=[N:6][CH:7]=1.[C:25]([O:29][C:30]([N:32]1[CH2:40][CH2:39][CH:35]([C:36](O)=[O:37])[CH2:34][CH2:33]1)=[O:31])([CH3:28])([CH3:27])[CH3:26].Cl.CN(C)CCCN=C=NCC, predict the reaction product. The product is: [C:25]([O:29][C:30]([N:32]1[CH2:40][CH2:39][CH:35]([C:36](=[O:37])[NH:1][C:2]2[CH:7]=[N:6][C:5]([O:8][C:9]3[CH:10]=[C:11]4[C:16](=[CH:17][CH:18]=3)[O:15][CH:14]([C:19]3[CH:20]=[CH:21][CH:22]=[CH:23][CH:24]=3)[CH2:13][CH2:12]4)=[CH:4][CH:3]=2)[CH2:34][CH2:33]1)=[O:31])([CH3:28])([CH3:27])[CH3:26].